This data is from Catalyst prediction with 721,799 reactions and 888 catalyst types from USPTO. The task is: Predict which catalyst facilitates the given reaction. (1) Reactant: [F:1][C:2]1[CH:3]=[C:4]2[C:9](=[CH:10][CH:11]=1)[N:8]=[CH:7][CH:6]=[C:5]2[C:12]1[CH2:17][CH2:16][CH:15]([CH2:18][C:19]([O:21][CH2:22][CH3:23])=[O:20])[CH2:14][CH:13]=1.C([O-])=O.[NH4+]. Product: [F:1][C:2]1[CH:3]=[C:4]2[C:9](=[CH:10][CH:11]=1)[N:8]=[CH:7][CH:6]=[C:5]2[CH:12]1[CH2:13][CH2:14][CH:15]([CH2:18][C:19]([O:21][CH2:22][CH3:23])=[O:20])[CH2:16][CH2:17]1. The catalyst class is: 19. (2) Reactant: [Br-].[C:2]12([CH2:12][NH:13][C:14]([C:16]3[C:17]([CH3:33])=[N+:18]([CH2:22][C:23]([C:25]4[CH:30]=[CH:29][CH:28]=[C:27]([C:31]#[N:32])[CH:26]=4)=[O:24])[CH:19]=[CH:20][CH:21]=3)=[O:15])[CH2:11][CH:6]3[CH2:7][CH:8]([CH2:10][CH:4]([CH2:5]3)[CH2:3]1)[CH2:9]2.[CH3:34]OC(OC)N(C)C. Product: [C:2]12([CH2:12][NH:13][C:14]([C:16]3[C:17]4[N:18]([C:22]([C:23](=[O:24])[C:25]5[CH:30]=[CH:29][CH:28]=[C:27]([C:31]#[N:32])[CH:26]=5)=[CH:34][CH:33]=4)[CH:19]=[CH:20][CH:21]=3)=[O:15])[CH2:3][CH:4]3[CH2:10][CH:8]([CH2:7][CH:6]([CH2:5]3)[CH2:11]1)[CH2:9]2. The catalyst class is: 3.